This data is from Full USPTO retrosynthesis dataset with 1.9M reactions from patents (1976-2016). The task is: Predict the reactants needed to synthesize the given product. (1) Given the product [CH2:1]([O:8][C:9]1[CH:14]=[CH:13][C:12]([B:23]([OH:27])[OH:24])=[C:11]([O:16][CH3:17])[CH:10]=1)[C:2]1[CH:7]=[CH:6][CH:5]=[CH:4][CH:3]=1, predict the reactants needed to synthesize it. The reactants are: [CH2:1]([O:8][C:9]1[CH:14]=[CH:13][C:12](Br)=[C:11]([O:16][CH3:17])[CH:10]=1)[C:2]1[CH:7]=[CH:6][CH:5]=[CH:4][CH:3]=1.C([Li])CCC.[B:23](OCC)([O:27]CC)[O:24]CC. (2) Given the product [N:3]1[C:10]2[CH2:14][S:13][CH2:12][C:11]=2[C:15]([OH:16])=[N:4][CH:2]=1, predict the reactants needed to synthesize it. The reactants are: Cl.[CH:2]([NH2:4])=[NH:3].CC[O-].[Na+].O=[C:10]1[CH2:14][S:13][CH2:12][CH:11]1[C:15](OCC)=[O:16]. (3) Given the product [CH:29]([NH:20][C:19]1[C:18]([CH:15]([CH3:17])[CH3:16])=[CH:24][CH:23]=[CH:22][C:21]=1[CH:25]([CH3:27])[CH3:26])([CH3:31])[CH3:28], predict the reactants needed to synthesize it. The reactants are: [BH-](OC(C)=O)(OC(C)=O)OC(C)=O.[Na+].[CH:15]([C:18]1[CH:24]=[CH:23][CH:22]=[C:21]([CH:25]([CH3:27])[CH3:26])[C:19]=1[NH2:20])([CH3:17])[CH3:16].[CH3:28][C:29]([CH3:31])=O.C(O)(=O)C. (4) Given the product [C:24]1([CH2:23][CH2:22][C:4]([C@@H:6]2[CH2:7][CH2:8][C@H:9]([CH2:12][NH:13][C:14](=[O:20])[O:15][C:16]([CH3:17])([CH3:18])[CH3:19])[CH2:10][CH2:11]2)=[O:5])[CH:29]=[CH:28][CH:27]=[CH:26][CH:25]=1, predict the reactants needed to synthesize it. The reactants are: CON(C)[C:4]([C@@H:6]1[CH2:11][CH2:10][C@H:9]([CH2:12][NH:13][C:14](=[O:20])[O:15][C:16]([CH3:19])([CH3:18])[CH3:17])[CH2:8][CH2:7]1)=[O:5].[CH2:22]([Mg]Br)[CH2:23][C:24]1[CH:29]=[CH:28][CH:27]=[CH:26][CH:25]=1. (5) Given the product [F:15][C:10]1[CH:9]=[CH:8][C:7]2[N:6]([CH2:16][CH:17]([OH:18])[CH2:19][N:32]3[CH2:36][CH2:35][CH2:31][NH:27][C:25]3=[O:26])[C:5]3[C:13]([C:12]=2[CH:11]=1)=[CH:14][C:2]([F:1])=[CH:3][CH:4]=3, predict the reactants needed to synthesize it. The reactants are: [F:1][C:2]1[CH:3]=[CH:4][C:5]2[N:6]([CH2:16][CH:17]3[CH2:19][O:18]3)[C:7]3[C:12]([C:13]=2[CH:14]=1)=[CH:11][C:10]([F:15])=[CH:9][CH:8]=3.NCCCN.[C:25]([N:32]1[CH:36]=[CH:35]N=C1)([N:27]1[CH:31]=CN=C1)=[O:26].